Dataset: NCI-60 drug combinations with 297,098 pairs across 59 cell lines. Task: Regression. Given two drug SMILES strings and cell line genomic features, predict the synergy score measuring deviation from expected non-interaction effect. (1) Drug 1: CCN(CC)CCNC(=O)C1=C(NC(=C1C)C=C2C3=C(C=CC(=C3)F)NC2=O)C. Drug 2: C1=CN(C=N1)CC(O)(P(=O)(O)O)P(=O)(O)O. Cell line: SNB-19. Synergy scores: CSS=0.620, Synergy_ZIP=1.51, Synergy_Bliss=2.46, Synergy_Loewe=0.578, Synergy_HSA=-0.213. (2) Drug 1: C1CCC(CC1)NC(=O)N(CCCl)N=O. Synergy scores: CSS=33.2, Synergy_ZIP=-6.45, Synergy_Bliss=-5.20, Synergy_Loewe=-16.6, Synergy_HSA=-5.41. Cell line: SNB-19. Drug 2: C1CN(P(=O)(OC1)NCCCl)CCCl. (3) Drug 1: CN1CCC(CC1)COC2=C(C=C3C(=C2)N=CN=C3NC4=C(C=C(C=C4)Br)F)OC. Drug 2: C(CCl)NC(=O)N(CCCl)N=O. Cell line: TK-10. Synergy scores: CSS=9.33, Synergy_ZIP=-4.78, Synergy_Bliss=-0.639, Synergy_Loewe=-27.4, Synergy_HSA=-3.30. (4) Drug 1: CC12CCC3C(C1CCC2=O)CC(=C)C4=CC(=O)C=CC34C. Drug 2: CC1=C(C(CCC1)(C)C)C=CC(=CC=CC(=CC(=O)O)C)C. Cell line: NCI/ADR-RES. Synergy scores: CSS=51.8, Synergy_ZIP=-0.0834, Synergy_Bliss=-0.811, Synergy_Loewe=-0.198, Synergy_HSA=-0.770. (5) Drug 1: CC1=C(C=C(C=C1)NC2=NC=CC(=N2)N(C)C3=CC4=NN(C(=C4C=C3)C)C)S(=O)(=O)N.Cl. Drug 2: CC=C1C(=O)NC(C(=O)OC2CC(=O)NC(C(=O)NC(CSSCCC=C2)C(=O)N1)C(C)C)C(C)C. Cell line: NCI-H226. Synergy scores: CSS=55.6, Synergy_ZIP=-1.63, Synergy_Bliss=-4.25, Synergy_Loewe=-52.4, Synergy_HSA=-2.52. (6) Drug 1: CC1=CC2C(CCC3(C2CCC3(C(=O)C)OC(=O)C)C)C4(C1=CC(=O)CC4)C. Drug 2: CCCS(=O)(=O)NC1=C(C(=C(C=C1)F)C(=O)C2=CNC3=C2C=C(C=N3)C4=CC=C(C=C4)Cl)F. Cell line: ACHN. Synergy scores: CSS=10.5, Synergy_ZIP=-2.43, Synergy_Bliss=-1.00, Synergy_Loewe=-7.80, Synergy_HSA=-2.03.